Dataset: Catalyst prediction with 721,799 reactions and 888 catalyst types from USPTO. Task: Predict which catalyst facilitates the given reaction. (1) Reactant: [C:1]([O:4][C@H:5]1[C@:9]2([CH3:26])[CH2:10][CH2:11][C@@H:12]3[C@@H:21]([C@H:8]2C/C/1=C\C1C=CC=CC=1)[CH2:20][C@@H:19]1[C@H:14]([CH2:15][C@H:16]([O:22]C(=O)C)[CH2:17][CH2:18]1)[CH2:13]3)(=[O:3])[CH3:2].CC[O:36][C:37]([CH3:39])=[O:38]. Product: [C:1]([OH:4])(=[O:3])[CH3:2].[C:37]([OH:38])(=[O:36])[CH3:39].[OH:4][C@H:5]1[C@:9]2([CH3:26])[CH2:10][CH2:11][C@@H:12]3[C@@H:21]([C@H:8]2[CH2:39][C:37]1=[O:38])[CH2:20][C@@H:19]1[C@H:14]([CH2:15][C@H:16]([OH:22])[CH2:17][CH2:18]1)[CH2:13]3. The catalyst class is: 5. (2) Reactant: [Cl:1][C:2]1C=C(F)C=[CH:4][N:3]=1.[C:9]([N:16]1CCC(N)C[CH2:17]1)([O:11][C:12]([CH3:15])([CH3:14])[CH3:13])=[O:10].[CH3:23][CH2:24][N:25]([CH:29]([CH3:31])[CH3:30])[CH:26]([CH3:28])C. Product: [Cl:1][C:2]1[CH:30]=[C:29]([N:25]2[CH2:24][CH2:23][CH:17]([NH:16][C:9](=[O:10])[O:11][C:12]([CH3:15])([CH3:14])[CH3:13])[CH2:28][CH2:26]2)[CH:31]=[CH:4][N:3]=1. The catalyst class is: 37.